From a dataset of Catalyst prediction with 721,799 reactions and 888 catalyst types from USPTO. Predict which catalyst facilitates the given reaction. Reactant: [CH3:1][C:2]1[CH:7]=[CH:6][CH:5]=[CH:4][C:3]=1[C:8]1[C:17]([OH:18])=[CH:16][CH:15]=[C:14]2[C:9]=1[CH:10]=[CH:11][CH:12]=[N:13]2.[F:19][C:20]([F:34])([F:33])[C:21]1[CH:22]=[C:23]([CH:26]=[C:27]([C:29]([F:32])([F:31])[F:30])[CH:28]=1)[CH2:24]Br. Product: [F:19][C:20]([F:33])([F:34])[C:21]1[CH:22]=[C:23]([CH:26]=[C:27]([C:29]([F:32])([F:30])[F:31])[CH:28]=1)[CH2:24][O:18][C:17]1[C:8]([C:3]2[CH:4]=[CH:5][CH:6]=[CH:7][C:2]=2[CH3:1])=[C:9]2[C:14](=[CH:15][CH:16]=1)[N:13]=[CH:12][CH:11]=[CH:10]2. The catalyst class is: 21.